From a dataset of Ames mutagenicity test results for genotoxicity prediction. Regression/Classification. Given a drug SMILES string, predict its toxicity properties. Task type varies by dataset: regression for continuous values (e.g., LD50, hERG inhibition percentage) or binary classification for toxic/non-toxic outcomes (e.g., AMES mutagenicity, cardiotoxicity, hepatotoxicity). Dataset: ames. (1) The drug is O=C(O)CC(=O)O. The result is 0 (non-mutagenic). (2) The molecule is c1ccc(NNc2ccccc2)cc1. The result is 1 (mutagenic). (3) The compound is Nc1ccc(S(=O)(=O)Nc2cnc3c(Cl)cccc3n2)cc1. The result is 0 (non-mutagenic). (4) The compound is [N-]=[N+]=NCc1ccccc1. The result is 1 (mutagenic). (5) The molecule is Clc1ccc2cc3ccccc3cc2c1. The result is 1 (mutagenic). (6) The drug is C=C1CC(=CC)C(=O)OC2CCN3CC=C(COC(=O)C1(C)O)C23. The result is 1 (mutagenic). (7) The compound is CCC1(CC(=O)O)OCCc2c1[nH]c1c(C(C)O)cccc21. The result is 0 (non-mutagenic). (8) The molecule is CC(C)COS(C)(=O)=O. The result is 1 (mutagenic). (9) The drug is COc1ccc2c3c(cccc13)C(=O)c1ccccc1-2. The result is 1 (mutagenic).